This data is from Full USPTO retrosynthesis dataset with 1.9M reactions from patents (1976-2016). The task is: Predict the reactants needed to synthesize the given product. (1) Given the product [CH3:21][O:20][C:17]1[CH:18]=[CH:19][C:14]([S:11]([N:8]2[C:9]3[C:5](=[CH:4][CH:3]=[C:2]([B:22]4[O:26][C:25]([CH3:28])([CH3:27])[C:24]([CH3:30])([CH3:29])[O:23]4)[CH:10]=3)[CH:6]=[N:7]2)(=[O:13])=[O:12])=[CH:15][CH:16]=1, predict the reactants needed to synthesize it. The reactants are: Br[C:2]1[CH:10]=[C:9]2[C:5]([CH:6]=[N:7][N:8]2[S:11]([C:14]2[CH:19]=[CH:18][C:17]([O:20][CH3:21])=[CH:16][CH:15]=2)(=[O:13])=[O:12])=[CH:4][CH:3]=1.[B:22]1([B:22]2[O:26][C:25]([CH3:28])([CH3:27])[C:24]([CH3:30])([CH3:29])[O:23]2)[O:26][C:25]([CH3:28])([CH3:27])[C:24]([CH3:30])([CH3:29])[O:23]1.C([O-])(=O)C.[K+]. (2) Given the product [CH3:15][O:14][C:8]1[CH:7]=[CH:6][C:5]([S:2]([N:20]2[CH2:21][CH2:22][N:17]([CH3:16])[CH2:18][CH2:19]2)(=[O:4])=[O:3])=[CH:13][C:9]=1[C:10]([OH:12])=[O:11], predict the reactants needed to synthesize it. The reactants are: Cl[S:2]([C:5]1[CH:6]=[CH:7][C:8]([O:14][CH3:15])=[C:9]([CH:13]=1)[C:10]([OH:12])=[O:11])(=[O:4])=[O:3].[CH3:16][N:17]1[CH2:22][CH2:21][NH:20][CH2:19][CH2:18]1.C(N(CC)CC)C. (3) Given the product [Cl:1][C:2]1[CH:3]=[C:4]([NH:9][C:10]2[N:15]=[C:14]([N:30]3[CH2:35][CH2:34][O:33][CH2:32][CH2:31]3)[C:13]([C:20]3[CH:25]=[CH:24][N:23]=[C:22]([C:26]([O:28][CH3:29])=[O:27])[CH:21]=3)=[CH:12][N:11]=2)[CH:5]=[CH:6][C:7]=1[F:8], predict the reactants needed to synthesize it. The reactants are: [Cl:1][C:2]1[CH:3]=[C:4]([NH:9][C:10]2[N:15]=[C:14](S(C)(=O)=O)[C:13]([C:20]3[CH:25]=[CH:24][N:23]=[C:22]([C:26]([O:28][CH3:29])=[O:27])[CH:21]=3)=[CH:12][N:11]=2)[CH:5]=[CH:6][C:7]=1[F:8].[NH:30]1[CH2:35][CH2:34][O:33][CH2:32][CH2:31]1.CCN(C(C)C)C(C)C.O. (4) Given the product [Br:1][C:2]1[CH:8]=[CH:7][C:5]([NH:6][C:11](=[O:12])[O:13][C:14]([CH3:17])([CH3:16])[CH3:15])=[C:4]([O:9][CH3:10])[CH:3]=1, predict the reactants needed to synthesize it. The reactants are: [Br:1][C:2]1[CH:8]=[CH:7][C:5]([NH2:6])=[C:4]([O:9][CH3:10])[CH:3]=1.[C:11](O[C:11]([O:13][C:14]([CH3:17])([CH3:16])[CH3:15])=[O:12])([O:13][C:14]([CH3:17])([CH3:16])[CH3:15])=[O:12]. (5) Given the product [CH2:20]([O:11][C:7]1[C:8]([O:9][CH3:10])=[C:3]([O:2][CH3:1])[C:4]([O:17][CH2:14][C:3]2[CH:8]=[CH:7][CH:6]=[CH:5][CH:4]=2)=[CH:5][C:6]=1[CH3:12])[C:21]1[CH:26]=[CH:25][CH:24]=[CH:23][CH:22]=1, predict the reactants needed to synthesize it. The reactants are: [CH3:1][O:2][C:3]1[C:8]([O:9][CH3:10])=[C:7]([OH:11])[C:6]([CH3:12])=[CH:5][C:4]=1O.[C:14](=[O:17])([O-])[O-].[Cs+].[Cs+].[CH2:20](Br)[C:21]1[CH:26]=[CH:25][CH:24]=[CH:23][CH:22]=1.